From a dataset of HIV replication inhibition screening data with 41,000+ compounds from the AIDS Antiviral Screen. Binary Classification. Given a drug SMILES string, predict its activity (active/inactive) in a high-throughput screening assay against a specified biological target. (1) The molecule is CN1CCCC(CNC2C3CC4CC(C3)CC2C4)C1. The result is 0 (inactive). (2) The molecule is CCCCNC(=N)NC(=N)N. The result is 0 (inactive). (3) The compound is S=C(NCCNC(=S)S[Sn](c1ccccc1)(c1ccccc1)c1ccccc1)S[Sn](c1ccccc1)(c1ccccc1)c1ccccc1. The result is 0 (inactive). (4) The drug is COC(=O)C(C(=NN)C(=O)Nc1ccc(C)c(C)c1)c1nc2ccc(Cl)cc2nc1O. The result is 0 (inactive). (5) The compound is CCCCCCCC[Sn]1(CCCCCCCC)OC(=O)c2cccnc2S1. The result is 0 (inactive). (6) The compound is COc1ccc(NC(=S)NN=C2C(=O)Nc3ccccc32)cc1. The result is 0 (inactive).